From a dataset of hERG potassium channel inhibition data for cardiac toxicity prediction from Karim et al.. Regression/Classification. Given a drug SMILES string, predict its toxicity properties. Task type varies by dataset: regression for continuous values (e.g., LD50, hERG inhibition percentage) or binary classification for toxic/non-toxic outcomes (e.g., AMES mutagenicity, cardiotoxicity, hepatotoxicity). Dataset: herg_karim. (1) The drug is CCc1nc(-c2cccc(C)c2)c(-c2ccnc(NC(=O)c3ccccc3)c2)s1. The result is 0 (non-blocker). (2) The drug is O=C(NC1CCN(Cc2ccn(-c3ccc(C(F)(F)F)cc3)c2)CC1)c1c[nH]c(=O)c(Cl)c1. The result is 0 (non-blocker). (3) The drug is COc1cccc(-c2c[nH]c([C@H]3Cc4c([nH]c5ccccc45)[C@](c4cnn(C)c4)(c4noc(C)n4)N3)n2)n1. The result is 1 (blocker). (4) The drug is O=C1NCC(c2ccccc2)C12CCN(C1(c3ccccc3)CCOCC1)CC2. The result is 0 (non-blocker). (5) The molecule is Fc1ccc(C2CC=CCNC2)cc1Cl. The result is 0 (non-blocker). (6) The drug is COc1cccc2c1nc(N)n1nc(CN3CCN(c4sc(C)nc4C)C[C@H]3C)nc21. The result is 0 (non-blocker). (7) The drug is O=C1N=C(O)NC1(c1ccccc1)c1ccccc1. The result is 0 (non-blocker). (8) The compound is Cc1ccc(C#Cc2cccc(C#Cc3ccc(C)cc3)[n+]2C)cc1. The result is 1 (blocker). (9) The result is 1 (blocker). The compound is CN1CCN=C1c1ccc(C(=O)N2CCN(S(=O)(=O)c3cc4ccc(Cl)cc4s3)C[C@@H]2CC(=O)N2CCOCC2)cc1. (10) The drug is O=C1NCCN1CCN1CCC(c2cn(-c3ccccc3)c3ccc(Cl)cc23)CC1. The result is 1 (blocker).